From a dataset of Full USPTO retrosynthesis dataset with 1.9M reactions from patents (1976-2016). Predict the reactants needed to synthesize the given product. (1) Given the product [Br:1][C:2]1[CH:3]=[C:4]([C:9]2[CH:10]=[CH:11][C:12](/[C:15](/[CH3:35])=[CH:16]/[CH2:17][O:18][C:19]3[CH:24]=[CH:23][C:22]([CH2:25][C@H:26]([O:32][CH2:33][CH3:34])[C:27]([OH:29])=[O:28])=[CH:21][CH:20]=3)=[CH:13][CH:14]=2)[CH:5]=[C:6]([Br:8])[CH:7]=1, predict the reactants needed to synthesize it. The reactants are: [Br:1][C:2]1[CH:3]=[C:4]([C:9]2[CH:14]=[CH:13][C:12](/[C:15](/[CH3:35])=[CH:16]/[CH2:17][O:18][C:19]3[CH:24]=[CH:23][C:22]([CH2:25][C@H:26]([O:32][CH2:33][CH3:34])[C:27]([O:29]CC)=[O:28])=[CH:21][CH:20]=3)=[CH:11][CH:10]=2)[CH:5]=[C:6]([Br:8])[CH:7]=1.[OH-].[Na+]. (2) The reactants are: [OH-].[K+].[N+:3]([C:6]1[CH:7]=[C:8]2[C:12](=[CH:13][CH:14]=1)[N:11]([CH2:15][CH2:16][CH3:17])[C:10]([C:18]([O:20]CC)=[O:19])=[CH:9]2)([O-:5])=[O:4].O.Cl. Given the product [N+:3]([C:6]1[CH:7]=[C:8]2[C:12](=[CH:13][CH:14]=1)[N:11]([CH2:15][CH2:16][CH3:17])[C:10]([C:18]([OH:20])=[O:19])=[CH:9]2)([O-:5])=[O:4], predict the reactants needed to synthesize it. (3) Given the product [Cl:1][C:2]1[CH:7]=[CH:6][CH:5]=[CH:4][C:3]=1[O:8][C:16]1[N:28]=[C:27]([C:29]2[CH:34]=[CH:33][CH:32]=[C:31]([O:35][CH3:36])[C:30]=2[F:37])[CH:26]=[C:25]([C:38]([F:40])([F:41])[F:39])[C:17]=1[C:18]([O:20][C:21]([CH3:23])([CH3:24])[CH3:22])=[O:19], predict the reactants needed to synthesize it. The reactants are: [Cl:1][C:2]1[CH:7]=[CH:6][CH:5]=[CH:4][C:3]=1[OH:8].C(=O)([O-])[O-].[K+].[K+].Cl[C:16]1[N:28]=[C:27]([C:29]2[CH:34]=[CH:33][CH:32]=[C:31]([O:35][CH3:36])[C:30]=2[F:37])[CH:26]=[C:25]([C:38]([F:41])([F:40])[F:39])[C:17]=1[C:18]([O:20][C:21]([CH3:24])([CH3:23])[CH3:22])=[O:19]. (4) Given the product [C:25]([C@@H:23]([NH:24][C:2]1[C:11]([C:12]([OH:14])=[O:13])=[CH:10][C:9]2[C:4](=[CH:5][CH:6]=[C:7]([Cl:15])[CH:8]=2)[N:3]=1)[CH2:22][C:21]1[CH:28]=[CH:29][C:18]([O:17][CH3:16])=[CH:19][CH:20]=1)([OH:27])=[O:26], predict the reactants needed to synthesize it. The reactants are: Cl[C:2]1[C:11]([C:12]([OH:14])=[O:13])=[CH:10][C:9]2[C:4](=[CH:5][CH:6]=[C:7]([Cl:15])[CH:8]=2)[N:3]=1.[CH3:16][O:17][C:18]1[CH:29]=[CH:28][C:21]([CH2:22][C@@H:23]([C:25]([OH:27])=[O:26])[NH2:24])=[CH:20][CH:19]=1. (5) Given the product [CH3:37][N:35]1[CH:36]=[C:32]([CH2:31][C:26]2[C:24](=[O:25])[N:23]=[C:1]([O:3][CH2:4][CH2:5][C:6]3[CH:7]=[CH:8][C:9]([O:12][C:13]4[CH:14]=[N:15][C:16]([C:19]([F:22])([F:21])[F:20])=[CH:17][CH:18]=4)=[CH:10][CH:11]=3)[NH:2][CH:27]=2)[CH:33]=[N:34]1, predict the reactants needed to synthesize it. The reactants are: [C:1](=[NH:23])([O:3][CH2:4][CH2:5][C:6]1[CH:11]=[CH:10][C:9]([O:12][C:13]2[CH:14]=[N:15][C:16]([C:19]([F:22])([F:21])[F:20])=[CH:17][CH:18]=2)=[CH:8][CH:7]=1)[NH2:2].[CH:24]([CH:26]([CH2:31][C:32]1[CH:33]=[N:34][N:35]([CH3:37])[CH:36]=1)[C:27](OC)=O)=[O:25].C([O-])([O-])=O.[K+].[K+]. (6) Given the product [CH:15]1[C:11]2[C:5]3[CH:6]=[CH:7][CH:8]=[CH:9][C:10]=3[C:23](=[O:22])[NH:24][C:12]=2[S:13][CH:14]=1, predict the reactants needed to synthesize it. The reactants are: S(Cl)(Cl)=O.[C:5]1([C:11]2[CH:15]=[CH:14][S:13][C:12]=2C(O)=O)[CH:10]=[CH:9][CH:8]=[CH:7][CH:6]=1.C1[CH2:23][O:22]CC1.[N-:24]=[N+]=[N-].[Na+].